Dataset: Forward reaction prediction with 1.9M reactions from USPTO patents (1976-2016). Task: Predict the product of the given reaction. (1) Given the reactants [CH3:1][C:2]12[C:8]([CH3:10])([CH3:9])[CH:5]([CH2:6][CH2:7]1)[C:4](=O)[C:3]2=O.COP([CH2:19][C:20]([C:22]1[CH:23]=[N:24][N:25]([C:31]([CH3:34])([CH3:33])[CH3:32])[C:26]=1[C:27]([F:30])([F:29])[F:28])=O)(=O)OC.O.[NH2:36][NH2:37], predict the reaction product. The product is: [C:31]([N:25]1[C:26]([C:27]([F:30])([F:29])[F:28])=[C:22]([C:20]2[CH:19]=[C:4]3[C:3]([C@:2]4([CH3:1])[C:8]([CH3:10])([CH3:9])[C@H:5]3[CH2:6][CH2:7]4)=[N:37][N:36]=2)[CH:23]=[N:24]1)([CH3:34])([CH3:33])[CH3:32]. (2) Given the reactants C(OC(=O)[NH:7][CH2:8][C:9]1[C:10](=[O:18])[NH:11][C:12]([CH3:17])=[CH:13][C:14]=1[CH2:15][CH3:16])(C)(C)C.[ClH:20], predict the reaction product. The product is: [ClH:20].[NH2:7][CH2:8][C:9]1[C:10](=[O:18])[NH:11][C:12]([CH3:17])=[CH:13][C:14]=1[CH2:15][CH3:16]. (3) The product is: [Cl:18][C:19]1[C:27]([F:28])=[CH:26][CH:25]=[C:24]2[C:20]=1[CH2:21][CH2:22][N:23]2[C@@H:29]([CH2:33][CH2:32][OH:31])[C:30]([NH:1][C:2]1[CH:7]=[CH:6][CH:5]=[CH:4][CH:3]=1)=[O:34]. Given the reactants [NH2:1][C:2]1[CH:7]=[CH:6][CH:5]=[CH:4][CH:3]=1.C[Al](C)C.CCCCCC.[Cl:18][C:19]1[C:27]([F:28])=[CH:26][CH:25]=[C:24]2[C:20]=1[CH2:21][CH2:22][N:23]2[C@H:29]1[CH2:33][CH2:32][O:31][C:30]1=[O:34], predict the reaction product. (4) Given the reactants [Br:1][C:2]1[CH:10]=[CH:9][C:5]([C:6]([OH:8])=[O:7])=[C:4](F)[CH:3]=1.[CH:12]([NH2:15])([CH3:14])[CH3:13].Cl, predict the reaction product. The product is: [Br:1][C:2]1[CH:10]=[CH:9][C:5]([C:6]([OH:8])=[O:7])=[C:4]([NH:15][CH:12]([CH3:14])[CH3:13])[CH:3]=1. (5) Given the reactants [Cl:1][C:2]1[N:3]=[C:4]([N:13]2[CH2:18][CH2:17][O:16][CH2:15][CH2:14]2)[C:5]2[CH:10]=[C:9]([CH:11]=O)[S:8][C:6]=2[N:7]=1.[CH3:19][N:20]([CH3:29])[C:21]([CH:23]1[CH2:28][CH2:27][NH:26][CH2:25][CH2:24]1)=[O:22], predict the reaction product. The product is: [CH3:19][N:20]([CH3:29])[C:21]([CH:23]1[CH2:24][CH2:25][N:26]([CH2:11][C:9]2[S:8][C:6]3[N:7]=[C:2]([Cl:1])[N:3]=[C:4]([N:13]4[CH2:18][CH2:17][O:16][CH2:15][CH2:14]4)[C:5]=3[CH:10]=2)[CH2:27][CH2:28]1)=[O:22]. (6) Given the reactants C([O:3][C:4]([C:6]1[N:7]=[C:8]([C:12]2[CH:17]=[CH:16][CH:15]=[CH:14][CH:13]=2)[O:9][C:10]=1[Cl:11])=[O:5])C.O1CCCC1.CO.[H-].[OH-].[Li+], predict the reaction product. The product is: [Cl:11][C:10]1[O:9][C:8]([C:12]2[CH:17]=[CH:16][CH:15]=[CH:14][CH:13]=2)=[N:7][C:6]=1[C:4]([OH:5])=[O:3]. (7) Given the reactants [H-].[Al+3].[Li+].[H-].[H-].[H-].C[O:8][C:9](=O)[C:10]1[CH:15]=[CH:14][C:13]([O:16][CH2:17][C:18]2[N:19]=[C:20]([C:24]3[CH:29]=[CH:28][CH:27]=[CH:26][CH:25]=3)[O:21][C:22]=2[CH3:23])=[CH:12][CH:11]=1, predict the reaction product. The product is: [CH3:23][C:22]1[O:21][C:20]([C:24]2[CH:25]=[CH:26][CH:27]=[CH:28][CH:29]=2)=[N:19][C:18]=1[CH2:17][O:16][C:13]1[CH:12]=[CH:11][C:10]([CH2:9][OH:8])=[CH:15][CH:14]=1. (8) Given the reactants Br[C:2]1[C:11]2[O:10][CH:9]([CH3:12])[CH2:8][N:7]([C:13]([O:15][C:16]([CH3:19])([CH3:18])[CH3:17])=[O:14])[CH2:6][C:5]=2[S:4][CH:3]=1.[CH3:20][O:21][C:22]1[CH:23]=[C:24](B(O)O)[CH:25]=[CH:26][CH:27]=1.C(=O)([O-])[O-].[K+].[K+].O, predict the reaction product. The product is: [CH3:20][O:21][C:22]1[CH:27]=[C:26]([C:2]2[C:11]3[O:10][CH:9]([CH3:12])[CH2:8][N:7]([C:13]([O:15][C:16]([CH3:19])([CH3:18])[CH3:17])=[O:14])[CH2:6][C:5]=3[S:4][CH:3]=2)[CH:25]=[CH:24][CH:23]=1. (9) The product is: [CH:26]1([C:2]2[CH:3]=[CH:4][C:5]3[NH:9][C:8]([CH:10]([NH2:13])[CH2:11][CH3:12])=[N:7][C:6]=3[CH:24]=2)[CH2:29][CH2:28][CH2:27]1. Given the reactants Br[C:2]1[CH:3]=[CH:4][C:5]2[N:9]=[C:8]([C@@H:10]([NH:13]C(=O)OC(C)(C)C)[CH2:11][CH3:12])[N:7](COC)[C:6]=2[CH:24]=1.[Br-].[CH:26]1([Zn+])[CH2:29][CH2:28][CH2:27]1.O1CCCC1.B(Br)(Br)Br, predict the reaction product.